This data is from Full USPTO retrosynthesis dataset with 1.9M reactions from patents (1976-2016). The task is: Predict the reactants needed to synthesize the given product. (1) Given the product [CH2:61]([O:16][NH:17][C:28](=[O:30])[CH:27]([O:26][CH2:24][CH3:25])[CH2:31][C:32]1[CH:33]=[CH:34][C:35]([O:38][CH2:39][CH2:40][C:41]2[CH:46]=[CH:45][C:44]([O:47][S:48]([CH3:51])(=[O:49])=[O:50])=[CH:43][CH:42]=2)=[CH:36][CH:37]=1)[C:62]1[CH:63]=[CH:64][CH:65]=[CH:66][CH:67]=1, predict the reactants needed to synthesize it. The reactants are: C1CCC(N=C=NC2CCCCC2)CC1.[OH:16][N:17]1C(=O)CCC1=O.[CH2:24]([O:26][CH:27]([CH2:31][C:32]1[CH:37]=[CH:36][C:35]([O:38][CH2:39][CH2:40][C:41]2[CH:46]=[CH:45][C:44]([O:47][S:48]([CH3:51])(=[O:50])=[O:49])=[CH:43][CH:42]=2)=[CH:34][CH:33]=1)[C:28]([OH:30])=O)[CH3:25].C(N(C(C)C)CC)(C)C.[CH2:61](NO)[C:62]1[CH:67]=[CH:66][CH:65]=[CH:64][CH:63]=1.Cl. (2) Given the product [N:1]1[CH:2]=[CH:3][C:4]([C:7]2[N:11]3[CH2:12][CH2:13][NH:14][CH2:15][C:10]3=[N:9][N:8]=2)=[CH:5][CH:6]=1, predict the reactants needed to synthesize it. The reactants are: [N:1]1[CH:6]=[CH:5][C:4]([C:7]2[N:11]3[CH:12]=[CH:13][N:14]=[CH:15][C:10]3=[N:9][N:8]=2)=[CH:3][CH:2]=1. (3) Given the product [F:23][C:22]1([F:25])[CH2:4][CH:3]1[CH2:2][CH2:1][O:5][C:6]1[CH:15]=[CH:14][C:9]([C:10]([O:12][CH3:13])=[O:11])=[CH:8][C:7]=1[O:16][CH3:17], predict the reactants needed to synthesize it. The reactants are: [CH2:1]([O:5][C:6]1[CH:15]=[CH:14][C:9]([C:10]([O:12][CH3:13])=[O:11])=[CH:8][C:7]=1[O:16][CH3:17])[CH2:2][CH:3]=[CH2:4].[I-].[Na+].C[Si](C)(C)[C:22]([F:25])(F)[F:23]. (4) Given the product [C:4]([C:3]([CH3:8])([CH3:7])[CH2:2][NH:1][C:35](=[O:41])[C@H:36]([CH:38]([CH3:39])[CH3:40])[CH2:37][C@H:33]([OH:34])[C@@H:32]([NH:42][S:43]([C:46]1[CH:51]=[CH:50][CH:49]=[CH:48][C:47]=1[N+:52]([O-:54])=[O:53])(=[O:44])=[O:45])[CH2:31][N:18]1[CH2:19][C:20](=[O:30])[N:21]([C:23]2[CH:28]=[CH:27][CH:26]=[CH:25][C:24]=2[CH3:29])[CH2:22][C:17]1([CH3:55])[CH3:16])(=[O:5])[NH2:6], predict the reactants needed to synthesize it. The reactants are: [NH2:1][CH2:2][C:3]([CH3:8])([CH3:7])[C:4]([NH2:6])=[O:5].OC1C=CC=CN=1.[CH3:16][C:17]1([CH3:55])[CH2:22][N:21]([C:23]2[CH:28]=[CH:27][CH:26]=[CH:25][C:24]=2[CH3:29])[C:20](=[O:30])[CH2:19][N:18]1[CH2:31][C@H:32]([NH:42][S:43]([C:46]1[CH:51]=[CH:50][CH:49]=[CH:48][C:47]=1[N+:52]([O-:54])=[O:53])(=[O:45])=[O:44])[C@@H:33]1[CH2:37][C@@H:36]([CH:38]([CH3:40])[CH3:39])[C:35](=[O:41])[O:34]1. (5) Given the product [NH2:3][CH2:4][C:5]1[CH:10]=[CH:9][C:8]([NH2:11])=[C:7]([O:14][Si:15]([CH:19]([CH3:21])[CH3:20])([CH:22]([CH3:24])[CH3:23])[CH:16]([CH3:17])[CH3:18])[CH:6]=1, predict the reactants needed to synthesize it. The reactants are: CO[N:3]=[CH:4][C:5]1[CH:10]=[CH:9][C:8]([N+:11]([O-])=O)=[C:7]([O:14][Si:15]([CH:22]([CH3:24])[CH3:23])([CH:19]([CH3:21])[CH3:20])[CH:16]([CH3:18])[CH3:17])[CH:6]=1.C(=O)=O.C(O)(=O)C.[H][H].